From a dataset of Forward reaction prediction with 1.9M reactions from USPTO patents (1976-2016). Predict the product of the given reaction. (1) The product is: [Cl:22][C:23]1[N:28]=[CH:27][C:26]2[C:29](=[C:5]3[C:4]4[C:8](=[CH:9][CH:10]=[C:2]([F:1])[CH:3]=4)[NH:7][C:6]3=[O:11])[O:30][CH:31]([CH2:32][CH2:33][CH3:34])[C:25]=2[C:24]=1[Cl:36]. Given the reactants [F:1][C:2]1[CH:3]=[C:4]2[C:8](=[CH:9][CH:10]=1)[NH:7][C:6](=[O:11])[CH2:5]2.C[Si]([N-][Si](C)(C)C)(C)C.[Li+].[Cl:22][C:23]1[N:28]=[CH:27][C:26]2[C:29](=O)[O:30][CH:31]([CH2:32][CH2:33][CH3:34])[C:25]=2[C:24]=1[Cl:36].Cl, predict the reaction product. (2) Given the reactants [N:1]1([CH:6]2[CH2:11][CH2:10][N:9]([CH2:12][C:13]3[C:14]([O:25][CH3:26])=[N:15][C:16]4[C:21]([C:22]=3[Cl:23])=[CH:20][C:19](Br)=[CH:18][CH:17]=4)[CH2:8][CH2:7]2)[CH:5]=[CH:4][CH:3]=[N:2]1.[Cl:27][C:28]1[CH:33]=[CH:32][C:31]([C:34]([C:36]2[N:40]([CH3:41])[CH:39]=[N:38][CH:37]=2)=[O:35])=[CH:30][CH:29]=1, predict the reaction product. The product is: [N:1]1([CH:6]2[CH2:11][CH2:10][N:9]([CH2:12][C:13]3[C:14]([O:25][CH3:26])=[N:15][C:16]4[C:21]([C:22]=3[Cl:23])=[CH:20][C:19]([C:34]([C:31]3[CH:32]=[CH:33][C:28]([Cl:27])=[CH:29][CH:30]=3)([C:36]3[N:40]([CH3:41])[CH:39]=[N:38][CH:37]=3)[OH:35])=[CH:18][CH:17]=4)[CH2:8][CH2:7]2)[CH:5]=[CH:4][CH:3]=[N:2]1. (3) Given the reactants Cl.[NH2:2][CH:3]1[CH:8]2[CH2:9][CH:5]([CH2:6][CH2:7]2)[CH:4]1[C:10]([OH:12])=[O:11].S(Cl)([Cl:15])=O.[CH2:17](O)[CH3:18], predict the reaction product. The product is: [ClH:15].[CH2:17]([O:11][C:10]([CH:4]1[CH:3]([NH2:2])[CH:8]2[CH2:9][CH:5]1[CH2:6][CH2:7]2)=[O:12])[CH3:18].